From a dataset of Full USPTO retrosynthesis dataset with 1.9M reactions from patents (1976-2016). Predict the reactants needed to synthesize the given product. (1) Given the product [CH:1]1([C@H:4]2[C@H:13]([CH2:14][OH:15])[C@@H:12]([NH:18][C:19]3[CH:24]=[CH:23][CH:22]=[CH:21][CH:20]=3)[C:11]3[C:6](=[CH:7][CH:8]=[CH:9][CH:10]=3)[NH:5]2)[CH2:2][CH2:3]1, predict the reactants needed to synthesize it. The reactants are: [CH:1]1([CH:4]2[CH:13]([C:14](OC)=[O:15])[CH:12]([NH:18][C:19]3[CH:24]=[CH:23][CH:22]=[CH:21][CH:20]=3)[C:11]3[C:6](=[CH:7][CH:8]=[CH:9][CH:10]=3)[NH:5]2)[CH2:3][CH2:2]1.CC(C[AlH]CC(C)C)C.C1(C)C=CC=CC=1.[OH-].[Na+].[O-]S([O-])(=O)=O.[Mg+2]. (2) Given the product [OH:7][CH:2]([C:3]([CH3:6])([CH3:5])[CH3:4])[CH2:1][C:22](=[O:27])[C:23]([CH3:26])([CH3:25])[CH3:24], predict the reactants needed to synthesize it. The reactants are: [CH3:1][C:2](=[O:7])[C:3]([CH3:6])([CH3:5])[CH3:4].C([N-]C(C)C)(C)C.[Li+].CCCCCC.[CH:22](=[O:27])[C:23]([CH3:26])([CH3:25])[CH3:24]. (3) The reactants are: [Cl:1][C:2]1[S:6][C:5]([C:7]([OH:9])=O)=[CH:4][CH:3]=1.C(N(CC)CC)C.F[P-](F)(F)(F)(F)F.N1(O[P+](N(C)C)(N(C)C)N(C)C)C2C=CC=CC=2N=N1.[I:44][C:45]1[CH:50]=[CH:49][C:48]([N:51]2[CH:55]=[C:54]([CH2:56][NH2:57])[N:53]=[C:52]2[S:58][CH3:59])=[CH:47][CH:46]=1. Given the product [Cl:1][C:2]1[S:6][C:5]([C:7]([NH:57][CH2:56][C:54]2[N:53]=[C:52]([S:58][CH3:59])[N:51]([C:48]3[CH:47]=[CH:46][C:45]([I:44])=[CH:50][CH:49]=3)[CH:55]=2)=[O:9])=[CH:4][CH:3]=1, predict the reactants needed to synthesize it.